This data is from Full USPTO retrosynthesis dataset with 1.9M reactions from patents (1976-2016). The task is: Predict the reactants needed to synthesize the given product. (1) Given the product [NH2:1][C:2]1[CH:12]=[C:11]([CH3:13])[C:10]([Cl:26])=[CH:9][C:3]=1[C:4]([O:6][CH2:7][CH3:8])=[O:5], predict the reactants needed to synthesize it. The reactants are: [NH2:1][C:2]1[CH:12]=[C:11]([CH3:13])[CH:10]=[CH:9][C:3]=1[C:4]([O:6][CH2:7][CH3:8])=[O:5].NC1C([Cl:26])=C(C=O)C(C(F)(F)F)=CC=1C(OCC)=O. (2) Given the product [NH:1]1[C:9]2[C:4](=[CH:5][CH:6]=[CH:7][CH:8]=2)[C:3]([CH:10]2[CH2:15][CH2:14][N:13]([CH2:16][CH2:17][N:31]3[C:30](=[O:29])[N:34]4[CH:35]=[CH:36][CH:37]=[CH:38][C:33]4=[N:32]3)[CH2:12][CH2:11]2)=[CH:2]1, predict the reactants needed to synthesize it. The reactants are: [NH:1]1[C:9]2[C:4](=[CH:5][CH:6]=[CH:7][CH:8]=2)[C:3]([C:10]2[CH2:11][CH2:12][N:13]([CH2:16][CH2:17]CN3C(=O)N4C=CC=CC4=N3)[CH2:14][CH:15]=2)=[CH:2]1.[O:29]=[C:30]1[N:34]2[CH:35]=[CH:36][CH:37]=[CH:38][C:33]2=[N:32][N:31]1CCOS(C1C=CC(C)=CC=1)(=O)=O.N1CCC(C2C3C(=CC=CC=3)NC=2)CC1. (3) Given the product [CH3:24][N:23]([CH2:25][C:26]1[CH:34]=[CH:33][C:29]([C:30]([NH:21][C:16]2[CH:17]=[CH:18][C:19]([CH3:20])=[C:14]([NH:13][C:7]3[C:6]4[C:11](=[CH:12][C:3]([O:2][CH3:1])=[CH:4][CH:5]=4)[N:10]=[CH:9][N:8]=3)[CH:15]=2)=[O:31])=[CH:28][C:27]=1[C:35]([F:36])([F:38])[F:37])[CH3:22], predict the reactants needed to synthesize it. The reactants are: [CH3:1][O:2][C:3]1[CH:12]=[C:11]2[C:6]([C:7]([NH:13][C:14]3[CH:15]=[C:16]([NH2:21])[CH:17]=[CH:18][C:19]=3[CH3:20])=[N:8][CH:9]=[N:10]2)=[CH:5][CH:4]=1.[CH3:22][N:23]([CH2:25][C:26]1[CH:34]=[CH:33][C:29]([C:30](O)=[O:31])=[CH:28][C:27]=1[C:35]([F:38])([F:37])[F:36])[CH3:24].CN(C(ON1N=NC2C=CC=NC1=2)=[N+](C)C)C.F[P-](F)(F)(F)(F)F.CCN(C(C)C)C(C)C. (4) The reactants are: [CH3:1][C:2]1[CH:3]=[C:4]([NH2:9])[C:5]([NH2:8])=[N:6][CH:7]=1.[Br:10][C:11]1[CH:12]=[CH:13][C:14]([Cl:20])=[C:15]([CH:19]=1)[C:16](O)=O. Given the product [Br:10][C:11]1[CH:12]=[CH:13][C:14]([Cl:20])=[C:15]([C:16]2[NH:9][C:4]3[C:5]([N:8]=2)=[N:6][CH:7]=[C:2]([CH3:1])[CH:3]=3)[CH:19]=1, predict the reactants needed to synthesize it. (5) Given the product [CH3:14][N:13]([CH3:15])[C:11](=[N:1][C:2]1[N:3]=[N:4][C:5]([Cl:8])=[CH:6][CH:7]=1)[CH3:12], predict the reactants needed to synthesize it. The reactants are: [NH2:1][C:2]1[N:3]=[N:4][C:5]([Cl:8])=[CH:6][CH:7]=1.CO[C:11](OC)([N:13]([CH3:15])[CH3:14])[CH3:12]. (6) Given the product [F:1][C:2]1[CH:7]=[CH:6][CH:5]=[CH:4][C:3]=1[C:8]1[N:12]([S:13]([C:16]2[CH:17]=[C:18]([CH:19]=[CH:20][CH:21]=2)[O:22][CH2:23][C:24]([NH:26][CH3:27])=[O:25])(=[O:15])=[O:14])[CH:11]=[C:10]([CH2:28][NH:29][CH3:30])[CH:9]=1, predict the reactants needed to synthesize it. The reactants are: [F:1][C:2]1[CH:7]=[CH:6][CH:5]=[CH:4][C:3]=1[C:8]1[N:12]([S:13]([C:16]2[CH:21]=[CH:20][CH:19]=[C:18]([O:22][CH2:23][C:24]([NH:26][CH3:27])=[O:25])[CH:17]=2)(=[O:15])=[O:14])[CH:11]=[C:10]([CH2:28][N:29](C)[C:30](=O)OC(C)(C)C)[CH:9]=1.FC(F)(F)C(O)=O.C(=O)(O)[O-].[Na+].